Task: Predict the product of the given reaction.. Dataset: Forward reaction prediction with 1.9M reactions from USPTO patents (1976-2016) (1) Given the reactants [N:1]12[CH2:8][CH2:7][CH:4]([CH2:5][CH2:6]1)[CH:3]([O:9][C:10]1[CH:15]=[CH:14][C:13]([S:16][C:17]3[CH:22]=[CH:21][C:20]([OH:23])=[CH:19][CH:18]=3)=[CH:12][CH:11]=1)[CH2:2]2.[CH:24](O)([CH3:26])[CH3:25], predict the reaction product. The product is: [CH:24]([O:23][C:20]1[CH:21]=[CH:22][C:17]([S:16][C:13]2[CH:12]=[CH:11][C:10]([O:9][CH:3]3[CH:4]4[CH2:7][CH2:8][N:1]([CH2:6][CH2:5]4)[CH2:2]3)=[CH:15][CH:14]=2)=[CH:18][CH:19]=1)([CH3:26])[CH3:25]. (2) The product is: [CH3:1][O:2][C:3](=[O:19])[CH2:4][C:5]1[CH:10]=[CH:9][CH:8]=[C:7]([S:38]([C:34]2[CH:33]=[C:32]([C:23]3[CH:24]=[CH:25][C:26]([C:28]([F:29])([F:30])[F:31])=[CH:27][C:22]=3[F:21])[CH:37]=[CH:36][CH:35]=2)(=[O:40])=[O:39])[CH:6]=1. Given the reactants [CH3:1][O:2][C:3](=[O:19])[CH2:4][C:5]1[CH:10]=[CH:9][CH:8]=[C:7](OS(C(F)(F)F)(=O)=O)[CH:6]=1.[Na].[F:21][C:22]1[CH:27]=[C:26]([C:28]([F:31])([F:30])[F:29])[CH:25]=[CH:24][C:23]=1[C:32]1[CH:37]=[CH:36][CH:35]=[C:34]([S:38]([O-:40])=[O:39])[CH:33]=1.CC1(C)C2C(=C(P(C3C=CC=CC=3)C3C=CC=CC=3)C=CC=2)OC2C(P(C3C=CC=CC=3)C3C=CC=CC=3)=CC=CC1=2.C(=O)([O-])[O-].[Cs+].[Cs+].C1(C)C=CC=CC=1, predict the reaction product. (3) Given the reactants [CH3:1][C:2]1[O:6][C:5](=[O:7])[NH:4][N:3]=1.C[O-].[Na+].Cl[CH2:12][C:13](=[O:15])[CH3:14], predict the reaction product. The product is: [CH3:1][C:2]1[O:6][C:5](=[O:7])[N:4]([CH2:12][C:13](=[O:15])[CH3:14])[N:3]=1. (4) Given the reactants Br[C:2]1[CH:10]=[CH:9][CH:8]=[C:7]2[C:3]=1[CH:4]=[CH:5][NH:6]2.[CH3:11][O:12][C:13]1[CH:18]=[CH:17][C:16](B(O)O)=[CH:15][CH:14]=1.[OH-].[Na+], predict the reaction product. The product is: [CH3:11][O:12][C:13]1[CH:18]=[CH:17][C:16]([C:2]2[CH:10]=[CH:9][CH:8]=[C:7]3[C:3]=2[CH:4]=[CH:5][NH:6]3)=[CH:15][CH:14]=1.